Dataset: Reaction yield outcomes from USPTO patents with 853,638 reactions. Task: Predict the reaction yield, written as a fraction of the theoretical maximum amount of product (1.0 means a 100% yield; for example, 0.34 means a 34% yield). (1) The product is [CH3:17][C:4]1[C:5]2[N:6]([C:8]([C:11]3[CH:12]=[CH:13][CH:14]=[CH:15][CH:16]=3)=[N:9][N:10]=2)[N:7]=[CH:2][CH:3]=1. The reactants are Cl[C:2]1[CH:3]=[C:4]([CH3:17])[C:5]2[N:6]([C:8]([C:11]3[CH:16]=[CH:15][CH:14]=[CH:13][CH:12]=3)=[N:9][N:10]=2)[N:7]=1.N. The yield is 0.850. The catalyst is C(O)C.[Pd]. (2) The yield is 0.380. The product is [CH2:1]([O:3][C:4]([C:6]1[CH:10]=[C:9]([CH2:11][Br:16])[O:8][C:7]=1[C:12]([F:15])([F:13])[F:14])=[O:5])[CH3:2]. The catalyst is C(Cl)(Cl)(Cl)Cl.CC(N=NC(C#N)(C)C)(C#N)C. The reactants are [CH2:1]([O:3][C:4]([C:6]1[CH:10]=[C:9]([CH3:11])[O:8][C:7]=1[C:12]([F:15])([F:14])[F:13])=[O:5])[CH3:2].[Br:16]N1C(=O)CCC1=O.C(Cl)Cl.C([O-])(O)=O.[Na+].